Dataset: CYP2D6 inhibition data for predicting drug metabolism from PubChem BioAssay. Task: Regression/Classification. Given a drug SMILES string, predict its absorption, distribution, metabolism, or excretion properties. Task type varies by dataset: regression for continuous measurements (e.g., permeability, clearance, half-life) or binary classification for categorical outcomes (e.g., BBB penetration, CYP inhibition). Dataset: cyp2d6_veith. (1) The compound is CCn1c(COc2ccccc2)nnc1SCC(=O)Nc1cc(OC)ccc1OC. The result is 0 (non-inhibitor). (2) The molecule is Cc1ccc2nc(NC(=O)CSCC(=O)OCC(=O)c3ccc(Br)cc3)sc2c1. The result is 0 (non-inhibitor). (3) The molecule is COC(=O)c1c(-c2ccc3ccccc3c2)csc1NC(=O)Cc1ccc(OC)c(OC)c1. The result is 0 (non-inhibitor). (4) The drug is COc1ccc(CN2CCNCC2)c(OC)c1OC. The result is 0 (non-inhibitor). (5) The drug is CNc1ccnc(-c2ccccc2C)n1. The result is 0 (non-inhibitor). (6) The compound is COCCOC(=O)C1=C(C)NC(C)=C(C(=O)OC(C)C)[C@H]1c1cccc([N+](=O)[O-])c1. The result is 0 (non-inhibitor). (7) The compound is COc1ccc(C(=O)C(CCCCC(CN(C)C)C(=O)c2ccc(OC)cc2)CN(C)C)cc1.Cl. The result is 1 (inhibitor).